From a dataset of Catalyst prediction with 721,799 reactions and 888 catalyst types from USPTO. Predict which catalyst facilitates the given reaction. (1) Reactant: [CH:1]1([NH:4][C:5](=[O:44])[NH:6][C:7]2[CH:41]=[CH:40][C:10]([O:11][C:12]3[CH:17]=[CH:16][N:15]=[C:14]4[CH:18]=[C:19]([C:21]5[N:26]=[CH:25][C:24]([CH2:27][N:28]([CH2:36][CH2:37][O:38][CH3:39])C(=O)OC(C)(C)C)=[CH:23][CH:22]=5)[S:20][C:13]=34)=[C:9]([F:42])[C:8]=2[F:43])[CH2:3][CH2:2]1.C(O)(C(F)(F)F)=O. Product: [CH:1]1([NH:4][C:5]([NH:6][C:7]2[CH:41]=[CH:40][C:10]([O:11][C:12]3[CH:17]=[CH:16][N:15]=[C:14]4[CH:18]=[C:19]([C:21]5[CH:22]=[CH:23][C:24]([CH2:27][NH:28][CH2:36][CH2:37][O:38][CH3:39])=[CH:25][N:26]=5)[S:20][C:13]=34)=[C:9]([F:42])[C:8]=2[F:43])=[O:44])[CH2:2][CH2:3]1. The catalyst class is: 2. (2) Reactant: CN1CCOCC1.F[P-](F)(F)(F)(F)F.N1(OC(N(C)C)=[N+](C)C)C2C=CC=CC=2N=N1.O.ON1C2C=CC=CC=2N=N1.[CH:43]([N:46]1[CH2:51][CH2:50][N:49]([C:52]2[CH:60]=[CH:59][C:55]([C:56]([OH:58])=O)=[CH:54][CH:53]=2)[CH2:48][CH2:47]1)([CH3:45])[CH3:44].Cl.[NH2:62][C@@H:63]([CH2:77][C:78]([CH3:81])([CH3:80])[CH3:79])[C:64]([N:66]1[CH2:70][C@@H:69]([O:71][CH3:72])[C@H:68]2[O:73][CH2:74][C@H:75]([OH:76])[C@@H:67]12)=[O:65].C(=O)([O-])O.[Na+]. Product: [OH:76][C@@H:75]1[C@H:67]2[N:66]([C:64](=[O:65])[C@@H:63]([NH:62][C:56](=[O:58])[C:55]3[CH:54]=[CH:53][C:52]([N:49]4[CH2:48][CH2:47][N:46]([CH:43]([CH3:44])[CH3:45])[CH2:51][CH2:50]4)=[CH:60][CH:59]=3)[CH2:77][C:78]([CH3:79])([CH3:80])[CH3:81])[CH2:70][C@@H:69]([O:71][CH3:72])[C@H:68]2[O:73][CH2:74]1. The catalyst class is: 9. (3) Product: [O:16]=[C:15]1[N:10]2[N:9]=[C:8]([C:4]3[CH:5]=[CH:6][CH:7]=[C:2]([NH:1][CH2:37][C:34]4[CH:35]=[CH:36][N:31]=[CH:32][CH:33]=4)[CH:3]=3)[S:30][C:11]2=[N:12][C:13]([N:17]2[CH2:18][CH2:19][N:20]([C:23]([O:25][C:26]([CH3:27])([CH3:29])[CH3:28])=[O:24])[CH2:21][CH2:22]2)=[CH:14]1. Reactant: [NH2:1][C:2]1[CH:3]=[C:4]([C:8]2[S:30][C:11]3=[N:12][C:13]([N:17]4[CH2:22][CH2:21][N:20]([C:23]([O:25][C:26]([CH3:29])([CH3:28])[CH3:27])=[O:24])[CH2:19][CH2:18]4)=[CH:14][C:15](=[O:16])[N:10]3[N:9]=2)[CH:5]=[CH:6][CH:7]=1.[N:31]1[CH:36]=[CH:35][C:34]([CH:37]=O)=[CH:33][CH:32]=1.C([Sn](Cl)(Cl)CCCC)CCC.C1([SiH3])C=CC=CC=1. The catalyst class is: 7. (4) Reactant: C([O:3][C:4]([CH:6]1[CH2:11][CH2:10][N:9]([C:12]2[CH:17]=[CH:16][C:15]([Cl:18])=[C:14]([C:19]3[NH:27][C:22]4[CH:23]=[N:24][CH:25]=[CH:26][C:21]=4[N:20]=3)[CH:13]=2)[CH2:8][CH2:7]1)=[O:5])C. Product: [ClH:18].[Cl:18][C:15]1[CH:16]=[CH:17][C:12]([N:9]2[CH2:8][CH2:7][CH:6]([C:4]([OH:5])=[O:3])[CH2:11][CH2:10]2)=[CH:13][C:14]=1[C:19]1[NH:27][C:22]2[CH:23]=[N:24][CH:25]=[CH:26][C:21]=2[N:20]=1. The catalyst class is: 33. (5) Reactant: Br[CH2:2][C:3]([O:5][CH2:6][CH3:7])=[O:4].[CH3:8][O:9][C:10]([C:12]1[S:16][C:15]2[CH:17]=[C:18]([Br:21])[CH:19]=[CH:20][C:14]=2[C:13]=1[OH:22])=[O:11].CC([O-])(C)C.[Na+].O. Product: [CH3:8][O:9][C:10]([C:12]1[S:16][C:15]2[CH:17]=[C:18]([Br:21])[CH:19]=[CH:20][C:14]=2[C:13]=1[O:22][CH2:2][C:3]([O:5][CH2:6][CH3:7])=[O:4])=[O:11]. The catalyst class is: 3. (6) Reactant: [C:1]([O:5][C:6]([N:8]1[CH2:13][CH2:12][C:11]([NH:17][C:18]([O:20][C:21]([CH3:24])([CH3:23])[CH3:22])=[O:19])([C:14](O)=[O:15])[CH2:10][CH2:9]1)=[O:7])([CH3:4])([CH3:3])[CH3:2].Cl.CN(C)CCCN=C=NCC.ON1C2C=CC=CC=2N=N1.[CH3:47][N:48]1[CH2:53][CH2:52][N:51]([C:54]2[CH:55]=[C:56]([NH2:61])[C:57]([NH2:60])=[CH:58][CH:59]=2)[CH2:50][CH2:49]1. Product: [NH2:61][C:56]1[CH:55]=[C:54]([N:51]2[CH2:52][CH2:53][N:48]([CH3:47])[CH2:49][CH2:50]2)[CH:59]=[CH:58][C:57]=1[NH:60][C:14]([C:11]1([NH:17][C:18]([O:20][C:21]([CH3:22])([CH3:23])[CH3:24])=[O:19])[CH2:10][CH2:9][N:8]([C:6]([O:5][C:1]([CH3:3])([CH3:2])[CH3:4])=[O:7])[CH2:13][CH2:12]1)=[O:15]. The catalyst class is: 3. (7) Reactant: [CH:1]1[C:6]2[S:7][C:8]3[C:12]4[CH:13]=[CH:14][C:15]([C:17]([O-:19])=[O:18])=[CH:16][C:11]=4[S:10][C:9]=3[C:5]=2[CH:4]=[CH:3][C:2]=1[C:20]([O-:22])=[O:21]. Product: [OH:22][CH:20]([OH:21])[C:2]1[CH:3]=[CH:4][C:5]2[C:9]3[S:10][C:11]4[CH:16]=[C:15]([CH:17]([OH:18])[OH:19])[CH:14]=[CH:13][C:12]=4[C:8]=3[S:7][C:6]=2[CH:1]=1. The catalyst class is: 1.